From a dataset of Forward reaction prediction with 1.9M reactions from USPTO patents (1976-2016). Predict the product of the given reaction. (1) Given the reactants [CH3:1][O:2][C:3]1[CH:8]=[CH:7][N:6]=[C:5](OS(C(F)(F)F)(=O)=O)[CH:4]=1.[CH3:17][NH:18][CH3:19].CCOC(C)=O, predict the reaction product. The product is: [CH3:1][O:2][C:3]1[CH:8]=[CH:7][N:6]=[C:5]([N:18]([CH3:19])[CH3:17])[CH:4]=1. (2) Given the reactants C[C@H:2]([CH:37]=C)[C:3]([NH:5][C:6]1[CH:7]=[N:8][N:9]([CH2:29][O:30][CH2:31][CH2:32][Si:33]([CH3:36])([CH3:35])[CH3:34])[C:10]=1[C:11]1[CH:12]=[C:13]([C@@H:17]([NH:21][C:22](=[O:28])[O:23][C:24]([CH3:27])([CH3:26])[CH3:25])[CH2:18][CH:19]=[CH2:20])[CH:14]=[CH:15][CH:16]=1)=[O:4], predict the reaction product. The product is: [CH3:37][C@H:2]1[C:3](=[O:4])[NH:5][C:6]2[CH:7]=[N:8][N:9]([CH2:29][O:30][CH2:31][CH2:32][Si:33]([CH3:34])([CH3:35])[CH3:36])[C:10]=2[C:11]2[CH:16]=[CH:15][CH:14]=[C:13]([CH:12]=2)[C@@H:17]([NH:21][C:22](=[O:28])[O:23][C:24]([CH3:26])([CH3:27])[CH3:25])[CH2:18][CH:19]=[CH:20]1. (3) Given the reactants Br[C:2]1[N:7]=[CH:6][C:5]([N:8]2[CH2:13][CH2:12][O:11][CH2:10][CH2:9]2)=[CH:4][CH:3]=1.C1(P(C2C=CC=CC=2)C2C=CC3C(=CC=CC=3)C=2C2C3C(=CC=CC=3)C=CC=2P(C2C=CC=CC=2)C2C=CC=CC=2)C=CC=CC=1.[CH2:60]([C@@H:62]1[CH2:71][C@H:70]([NH2:72])[C:69]2[C:64](=[CH:65][CH:66]=[C:67]([C:73]([F:76])([F:75])[F:74])[CH:68]=2)[NH:63]1)[CH3:61].CC(C)([O-])C.[Na+], predict the reaction product. The product is: [N:8]1([C:5]2[CH:4]=[CH:3][C:2]([NH:72][C@@H:70]3[C:69]4[C:64](=[CH:65][CH:66]=[C:67]([C:73]([F:76])([F:74])[F:75])[CH:68]=4)[NH:63][C@H:62]([CH2:60][CH3:61])[CH2:71]3)=[N:7][CH:6]=2)[CH2:13][CH2:12][O:11][CH2:10][CH2:9]1. (4) Given the reactants [Cl:1][C:2]1[CH:26]=[CH:25][C:5]([CH2:6][N:7]2[C:15]3[C:10](=[CH:11][C:12]([CH:16]=[C:17]4[S:21][CH:20](SC)[NH:19][C:18]4=[O:24])=[CH:13][CH:14]=3)[CH:9]=[N:8]2)=[C:4]([C:27]([F:30])([F:29])[F:28])[CH:3]=1.[N:31]1[CH:36]=[C:35]([CH2:37][NH2:38])[CH:34]=[N:33][CH:32]=1, predict the reaction product. The product is: [Cl:1][C:2]1[CH:26]=[CH:25][C:5]([CH2:6][N:7]2[C:15]3[C:10](=[CH:11][C:12]([CH:16]=[C:17]4[S:21][C:20]([NH:38][CH2:37][C:35]5[CH:36]=[N:31][CH:32]=[N:33][CH:34]=5)=[N:19][C:18]4=[O:24])=[CH:13][CH:14]=3)[CH:9]=[N:8]2)=[C:4]([C:27]([F:28])([F:30])[F:29])[CH:3]=1. (5) The product is: [Cl:1][C:2]1[S:3][C:4]([Cl:10])=[CH:5][C:6]=1[C:7]([N:19]([O:20][CH3:21])[CH3:18])=[O:8]. Given the reactants [Cl:1][C:2]1[S:3][C:4]([Cl:10])=[CH:5][C:6]=1[C:7](Cl)=[O:8].N1C=CC=CC=1.Cl.[CH3:18][NH:19][O:20][CH3:21], predict the reaction product. (6) Given the reactants [C:1]([O:5][C:6]([N:8]1[CH2:13][CH2:12][CH:11]([OH:14])[CH2:10][CH2:9]1)=[O:7])([CH3:4])([CH3:3])[CH3:2].C[N+]1([O-])CCOCC1, predict the reaction product. The product is: [C:1]([O:5][C:6]([N:8]1[CH2:9][CH2:10][C:11](=[O:14])[CH2:12][CH2:13]1)=[O:7])([CH3:4])([CH3:2])[CH3:3]. (7) Given the reactants [CH2:1]([N:8]1[CH2:12][CH:11]([C:13]2[CH:14]=[N:15][CH:16]=[CH:17][CH:18]=2)[CH:10]([NH:19][C:20](=[O:26])[O:21][C:22]([CH3:25])([CH3:24])[CH3:23])[CH2:9]1)[C:2]1[CH:7]=[CH:6][CH:5]=[CH:4][CH:3]=1.[H][H], predict the reaction product. The product is: [CH2:1]([N:8]1[CH2:12][CH:11]([CH:13]2[CH2:18][CH2:17][CH2:16][NH:15][CH2:14]2)[CH:10]([NH:19][C:20](=[O:26])[O:21][C:22]([CH3:24])([CH3:23])[CH3:25])[CH2:9]1)[C:2]1[CH:3]=[CH:4][CH:5]=[CH:6][CH:7]=1. (8) The product is: [CH2:20]([NH:22][C:2]1[CH:7]=[C:6]([O:8][CH2:9][CH2:10][CH2:11][N:12]([CH2:15][CH3:16])[CH2:13][CH3:14])[CH:5]=[CH:4][C:3]=1[N+:17]([O-:19])=[O:18])[CH3:21]. Given the reactants F[C:2]1[CH:7]=[C:6]([O:8][CH2:9][CH2:10][CH2:11][N:12]([CH2:15][CH3:16])[CH2:13][CH3:14])[CH:5]=[CH:4][C:3]=1[N+:17]([O-:19])=[O:18].[CH2:20]([NH2:22])[CH3:21], predict the reaction product.